Dataset: Peptide-MHC class I binding affinity with 185,985 pairs from IEDB/IMGT. Task: Regression. Given a peptide amino acid sequence and an MHC pseudo amino acid sequence, predict their binding affinity value. This is MHC class I binding data. (1) The MHC is HLA-A02:06 with pseudo-sequence HLA-A02:06. The peptide sequence is SLYNTVATI. The binding affinity (normalized) is 0.377. (2) The peptide sequence is QFLKFSLPFPFLYKFLL. The MHC is HLA-A30:01 with pseudo-sequence HLA-A30:01. The binding affinity (normalized) is 0.108.